From a dataset of Forward reaction prediction with 1.9M reactions from USPTO patents (1976-2016). Predict the product of the given reaction. (1) Given the reactants [CH2:1]([O:3][C:4]([N:6]1[C:15]2[C:10](=[CH:11][C:12]([C:16]([F:19])([F:18])[F:17])=[CH:13][CH:14]=2)[CH:9]([C:20]([C:23]2[CH:28]=[C:27]([C:29]([F:32])([F:31])[F:30])[CH:26]=[C:25]([C:33]([F:36])([F:35])[F:34])[CH:24]=2)(Cl)[CH3:21])[CH2:8][CH:7]1[CH2:37][CH3:38])=[O:5])[CH3:2].C(O)(=O)C.Cl, predict the reaction product. The product is: [CH2:1]([O:3][C:4]([N:6]1[C:15]2[C:10](=[CH:11][C:12]([C:16]([F:17])([F:18])[F:19])=[CH:13][CH:14]=2)[C@@H:9]([C:20]([C:23]2[CH:24]=[C:25]([C:33]([F:34])([F:35])[F:36])[CH:26]=[C:27]([C:29]([F:31])([F:30])[F:32])[CH:28]=2)=[CH2:21])[CH2:8][C@H:7]1[CH2:37][CH3:38])=[O:5])[CH3:2]. (2) Given the reactants [NH2:1][C:2]1[C:10]2[C:5](=[N:6][C:7]([C:18]3[CH:23]=[CH:22][C:21]([Cl:24])=[CH:20][C:19]=3[Cl:25])=[C:8]([C:11]3[CH:16]=[CH:15][C:14]([Cl:17])=[CH:13][CH:12]=3)[CH:9]=2)[O:4][C:3]=1[C:26](=[O:31])[C:27]([CH3:30])([CH3:29])[CH3:28].[C:32](Cl)(=[O:34])[CH3:33].C(N(CC)CC)C, predict the reaction product. The product is: [Cl:17][C:14]1[CH:15]=[CH:16][C:11]([C:8]2[CH:9]=[C:10]3[C:2]([NH:1][C:32](=[O:34])[CH3:33])=[C:3]([C:26](=[O:31])[C:27]([CH3:28])([CH3:30])[CH3:29])[O:4][C:5]3=[N:6][C:7]=2[C:18]2[CH:23]=[CH:22][C:21]([Cl:24])=[CH:20][C:19]=2[Cl:25])=[CH:12][CH:13]=1. (3) Given the reactants C[N:2]([CH3:13])[C:3](=[O:12])[C:4]1[CH:9]=[CH:8][CH:7]=[C:6]([CH3:10])[C:5]=1[CH3:11].[OH:14][CH:15]([CH2:19][N:20]1[CH2:24][CH2:23][CH2:22][CH2:21]1)[CH2:16]C#N, predict the reaction product. The product is: [OH:14][CH:15]([CH2:19][N:20]1[CH2:24][CH2:23][CH2:22][CH2:21]1)[CH2:16][C:13]1[NH:2][C:3](=[O:12])[C:4]2[C:5]([CH:11]=1)=[C:6]([CH3:10])[CH:7]=[CH:8][CH:9]=2. (4) Given the reactants Br[C:2]1[C:7]([C:8]([F:11])([F:10])[F:9])=[CH:6][C:5]([NH:12][C:13]2[N:17]=[C:16]([NH2:18])[NH:15][N:14]=2)=[CH:4][C:3]=1[Cl:19].[F:20][C:21]1[CH:26]=[CH:25][C:24](B(O)O)=[CH:23][C:22]=1[C:30](=[O:33])[NH:31][CH3:32].C(=O)([O-])[O-].[Na+].[Na+].O, predict the reaction product. The product is: [NH2:18][C:16]1[NH:15][N:14]=[C:13]([NH:12][C:5]2[CH:6]=[C:7]([C:8]([F:11])([F:10])[F:9])[C:2]([C:24]3[CH:25]=[CH:26][C:21]([F:20])=[C:22]([C:30]([NH:31][CH3:32])=[O:33])[CH:23]=3)=[C:3]([Cl:19])[CH:4]=2)[N:17]=1. (5) Given the reactants [CH:1]1([C:4]2[N:5]=[CH:6][C:7]([C:15]([OH:17])=O)=[N:8][C:9]=2[O:10][CH2:11][CH:12]2[CH2:14][CH2:13]2)[CH2:3][CH2:2]1.[F:18][C:19]([F:29])([F:28])[C@@H:20]([NH2:27])[C:21]1[CH:26]=[CH:25][CH:24]=[CH:23][N:22]=1, predict the reaction product. The product is: [F:29][C:19]([F:18])([F:28])[C@@H:20]([NH:27][C:15]([C:7]1[CH:6]=[N:5][C:4]([CH:1]2[CH2:2][CH2:3]2)=[C:9]([O:10][CH2:11][CH:12]2[CH2:13][CH2:14]2)[N:8]=1)=[O:17])[C:21]1[CH:26]=[CH:25][CH:24]=[CH:23][N:22]=1.